Regression. Given a peptide amino acid sequence and an MHC pseudo amino acid sequence, predict their binding affinity value. This is MHC class II binding data. From a dataset of Peptide-MHC class II binding affinity with 134,281 pairs from IEDB. The MHC is DRB1_1301 with pseudo-sequence DRB1_1301. The binding affinity (normalized) is 0.466. The peptide sequence is KCIEWEKAQHGA.